This data is from Peptide-MHC class I binding affinity with 185,985 pairs from IEDB/IMGT. The task is: Regression. Given a peptide amino acid sequence and an MHC pseudo amino acid sequence, predict their binding affinity value. This is MHC class I binding data. The peptide sequence is SGVENPGGYKL. The MHC is H-2-Db with pseudo-sequence H-2-Db. The binding affinity (normalized) is 0.416.